From a dataset of Full USPTO retrosynthesis dataset with 1.9M reactions from patents (1976-2016). Predict the reactants needed to synthesize the given product. (1) Given the product [CH2:50]([O:49][C:46]1[CH:45]=[CH:44][C:43]([CH2:42][C@H:16]([NH:15][C:10](=[O:12])[C@@H:9]([N:8]([CH3:14])[C:6](=[O:7])[O:5][C:1]([CH3:2])([CH3:3])[CH3:4])[CH3:13])[C:17](=[O:18])[N:19]2[C@H:28]([C:29](=[O:30])[NH:31][C@H:32]3[C:41]4[C:36](=[CH:37][CH:38]=[CH:39][CH:40]=4)[CH2:35][CH2:34][CH2:33]3)[CH2:27][C:26]3[C:21](=[CH:22][CH:23]=[CH:24][CH:25]=3)[CH2:20]2)=[CH:48][CH:47]=1)[C:51]1[CH:56]=[CH:55][CH:54]=[CH:53][CH:52]=1, predict the reactants needed to synthesize it. The reactants are: [C:1]([O:5][C:6]([N:8]([CH3:14])[C@@H:9]([CH3:13])[C:10]([OH:12])=O)=[O:7])([CH3:4])([CH3:3])[CH3:2].[NH2:15][C@@H:16]([CH2:42][C:43]1[CH:48]=[CH:47][C:46]([O:49][CH2:50][C:51]2[CH:56]=[CH:55][CH:54]=[CH:53][CH:52]=2)=[CH:45][CH:44]=1)[C:17]([N:19]1[C@H:28]([C:29]([NH:31][C@H:32]2[C:41]3[C:36](=[CH:37][CH:38]=[CH:39][CH:40]=3)[CH2:35][CH2:34][CH2:33]2)=[O:30])[CH2:27][C:26]2[C:21](=[CH:22][CH:23]=[CH:24][CH:25]=2)[CH2:20]1)=[O:18]. (2) Given the product [Cl:1][C:2]1[CH:7]=[C:6]([Cl:8])[CH:5]=[CH:4][C:3]=1[C:9]1[N:10]=[C:11]([CH2:45][CH3:46])[C:12]([NH:17][C@H:18]2[C@@H:22]([OH:23])[CH2:21][N:20]([C:35]([O:37][CH2:38][C:39]3[CH:40]=[CH:41][CH:42]=[CH:43][CH:44]=3)=[O:36])[CH2:19]2)=[N:13][C:14]=1[CH2:15][CH3:16], predict the reactants needed to synthesize it. The reactants are: [Cl:1][C:2]1[CH:7]=[C:6]([Cl:8])[CH:5]=[CH:4][C:3]=1[C:9]1[N:10]=[C:11]([CH2:45][CH3:46])[C:12]([NH:17][C@H:18]2[C@@H:22]([O:23]C(=O)C3C=CC([N+]([O-])=O)=CC=3)[CH2:21][N:20]([C:35]([O:37][CH2:38][C:39]3[CH:44]=[CH:43][CH:42]=[CH:41][CH:40]=3)=[O:36])[CH2:19]2)=[N:13][C:14]=1[CH2:15][CH3:16].[Li+].[OH-].C(=O)(O)[O-].[Na+]. (3) Given the product [ClH:1].[Cl:1][C:2]1[CH:3]=[CH:4][C:5]([CH2:8][C:9]2[C:14]3[CH:15]=[N:16][CH:17]=[CH:18][C:13]=3[C:12](=[O:19])[N:11]([CH2:20][C@H:21]3[CH2:25][CH2:24][CH2:23][N:22]3[CH2:26][CH2:27][C:28]3[O:29][N:79]=[C:75]([CH2:76][O:77][CH3:78])[N:74]=3)[N:10]=2)=[CH:6][CH:7]=1, predict the reactants needed to synthesize it. The reactants are: [Cl:1][C:2]1[CH:7]=[CH:6][C:5]([CH2:8][C:9]2[C:14]3[CH:15]=[N:16][CH:17]=[CH:18][C:13]=3[C:12](=[O:19])[N:11]([CH2:20][C@H:21]3[CH2:25][CH2:24][CH2:23][N:22]3[CH2:26][CH2:27][C:28](O)=[O:29])[N:10]=2)=[CH:4][CH:3]=1.C1CN([P+](ON2N=NC3C=CC=CC2=3)(N2CCCC2)N2CCCC2)CC1.F[P-](F)(F)(F)(F)F.C(N(C(C)C)CC)(C)C.O[NH:74][C:75](=[NH:79])[CH2:76][O:77][CH3:78].